This data is from Forward reaction prediction with 1.9M reactions from USPTO patents (1976-2016). The task is: Predict the product of the given reaction. (1) Given the reactants [NH:1]1[CH2:16][CH2:15][CH2:14][CH:3]([C:4]([O:6][CH2:7][C:8]2[CH:13]=[CH:12][CH:11]=[CH:10][CH:9]=2)=[O:5])[CH2:2]1.F[C:18]1[CH:27]=[CH:26][CH:25]=[CH:24][C:19]=1[C:20]([O:22][CH3:23])=[O:21], predict the reaction product. The product is: [CH3:23][O:22][C:20]([C:19]1[CH:24]=[CH:25][CH:26]=[CH:27][C:18]=1[N:1]1[CH2:16][CH2:15][CH2:14][CH:3]([C:4]([O:6][CH2:7][C:8]2[CH:13]=[CH:12][CH:11]=[CH:10][CH:9]=2)=[O:5])[CH2:2]1)=[O:21]. (2) The product is: [NH2:1][C:2]1[N:7]=[C:6]([N:8]2[C:16]3[C:11](=[CH:12][CH:13]=[C:14]([C:17]#[C:18][C:19]([CH3:22])([OH:21])[CH3:20])[CH:15]=3)[CH:10]=[N:9]2)[C:5]([C:34]2[CH:33]=[N:32][N:31]([CH3:24])[CH:35]=2)=[CH:4][N:3]=1. Given the reactants [NH2:1][C:2]1[N:7]=[C:6]([N:8]2[C:16]3[C:11](=[CH:12][CH:13]=[C:14]([C:17]#[C:18][C:19]([CH3:22])([OH:21])[CH3:20])[CH:15]=3)[CH:10]=[N:9]2)[C:5](Br)=[CH:4][N:3]=1.[C:24]([N:31]1[CH:35]=[C:34](B2OC(C)(C)C(C)(C)O2)[CH:33]=[N:32]1)(OC(C)(C)C)=O, predict the reaction product. (3) Given the reactants [CH:1]1[C:6]([OH:7])=[CH:5][C:4]2[C:8]([CH2:11][CH2:12][NH2:13])=[CH:9][NH:10][C:3]=2[CH:2]=1.Cl.[OH:15][C:16]1[CH:24]=[CH:23][CH:22]=[C:21]([OH:25])[C:17]=1[C:18](O)=[O:19].C(N(CC)CC)C.O.ON1C2C=CC=CC=2N=N1.C(N=C=NCCCN(C)C)C, predict the reaction product. The product is: [OH:15][C:16]1[CH:24]=[CH:23][CH:22]=[C:21]([OH:25])[C:17]=1[C:18]([NH:13][CH2:12][CH2:11][C:8]1[C:4]2[C:3](=[CH:2][CH:1]=[C:6]([OH:7])[CH:5]=2)[NH:10][CH:9]=1)=[O:19]. (4) Given the reactants [Cl:1][C:2]1[C:7]([C:8]2[C:13]([F:14])=[CH:12][C:11]([O:15][CH2:16][CH2:17][CH2:18][NH:19][CH3:20])=[CH:10][C:9]=2[F:21])=[C:6]([NH:22][C@@H:23]([CH3:28])[C:24]([F:27])([F:26])[F:25])[N:5]2[N:29]=[CH:30][N:31]=[C:4]2[N:3]=1.[C:32]([OH:39])(=[O:38])[CH2:33][CH2:34][C:35]([OH:37])=[O:36], predict the reaction product. The product is: [C:32]([OH:39])(=[O:38])[CH2:33][CH2:34][C:35]([OH:37])=[O:36].[Cl:1][C:2]1[C:7]([C:8]2[C:9]([F:21])=[CH:10][C:11]([O:15][CH2:16][CH2:17][CH2:18][NH:19][CH3:20])=[CH:12][C:13]=2[F:14])=[C:6]([NH:22][C@@H:23]([CH3:28])[C:24]([F:26])([F:27])[F:25])[N:5]2[N:29]=[CH:30][N:31]=[C:4]2[N:3]=1.